The task is: Predict the reaction yield, written as a fraction of the theoretical maximum amount of product (1.0 means a 100% yield; for example, 0.34 means a 34% yield).. This data is from Reaction yield outcomes from USPTO patents with 853,638 reactions. (1) The reactants are [Br:1][C:2]1[CH:3]=[C:4]([CH:8]=[C:9]([C:11]([F:14])([F:13])[F:12])[CH:10]=1)[C:5]([NH2:7])=O.COC1C=CC(P2(=S)SP(=S)(C3C=CC(OC)=CC=3)[S:24]2)=CC=1.C(=O)([O-])O.[Na+]. The catalyst is O1CCCC1. The product is [Br:1][C:2]1[CH:3]=[C:4]([C:5](=[S:24])[NH2:7])[CH:8]=[C:9]([C:11]([F:14])([F:13])[F:12])[CH:10]=1. The yield is 0.830. (2) The reactants are [CH:1]1([NH:4][C:5]([NH:7][C:8]2[CH:29]=[CH:28][C:11]([O:12][C:13]3[C:22]4[C:17](=[CH:18][C:19]([O:26][CH3:27])=[C:20]([C:23]([OH:25])=O)[CH:21]=4)[N:16]=[CH:15][CH:14]=3)=[CH:10][C:9]=2[CH3:30])=[O:6])[CH2:3][CH2:2]1.Cl.[CH3:32][O:33][NH2:34]. No catalyst specified. The product is [CH3:32][O:33][NH:34][C:23]([C:20]1[CH:21]=[C:22]2[C:17](=[CH:18][C:19]=1[O:26][CH3:27])[N:16]=[CH:15][CH:14]=[C:13]2[O:12][C:11]1[CH:28]=[CH:29][C:8]([NH:7][C:5]([NH:4][CH:1]2[CH2:3][CH2:2]2)=[O:6])=[C:9]([CH3:30])[CH:10]=1)=[O:25]. The yield is 0.217. (3) The reactants are C(NC(C)C)(C)C.[Cl:8][C:9]1[CH:16]=[C:15]([N:17]2[C:21](=[O:22])[CH2:20][C@H:19]([OH:23])[C@@H:18]2[CH3:24])[CH:14]=[CH:13][C:10]=1[C:11]#[N:12].[CH2:25](Br)[C:26]1[CH:31]=[CH:30][CH:29]=[CH:28][CH:27]=1.C(O)(=O)C. The catalyst is C1COCC1.O. The product is [CH2:25]([C@H:20]1[C@H:19]([OH:23])[C@H:18]([CH3:24])[N:17]([C:15]2[CH:14]=[CH:13][C:10]([C:11]#[N:12])=[C:9]([Cl:8])[CH:16]=2)[C:21]1=[O:22])[C:26]1[CH:31]=[CH:30][CH:29]=[CH:28][CH:27]=1. The yield is 0.300. (4) The reactants are [Br:1][C:2]1[CH:3]=[C:4]([CH:7]=[CH:8][C:9]=1[OH:10])[C:5]#[N:6].C(=O)([O-])[O-].[K+].[K+].Br[CH2:18][CH2:19][CH2:20][CH3:21].CCOC(C)=O. The catalyst is CN(C=O)C. The product is [Br:1][C:2]1[CH:3]=[C:4]([CH:7]=[CH:8][C:9]=1[O:10][CH2:18][CH2:19][CH2:20][CH3:21])[C:5]#[N:6]. The yield is 0.920. (5) The reactants are [C:1]([C:3]1[CH:8]=[CH:7][CH:6]=[CH:5][C:4]=1[C:9]1[CH:14]=[CH:13][C:12]([CH2:15][C:16]2[C:17](=[O:42])[N:18]([C@H:28]3[CH2:33][CH2:32][C@H:31]([O:34][CH2:35][C:36](N(OC)C)=[O:37])[CH2:30][CH2:29]3)[C:19]3[N:20]([N:25]=[CH:26][CH:27]=3)[C:21]=2[CH2:22][CH2:23][CH3:24])=[CH:11][CH:10]=1)#[N:2].[CH3:43][Mg]Br.C(OCC)(=O)C.[Cl-].[NH4+]. The catalyst is O1CCCC1. The product is [OH:37][CH:36]([CH3:43])[CH2:35][O:34][C@H:31]1[CH2:32][CH2:33][C@H:28]([N:18]2[C:17](=[O:42])[C:16]([CH2:15][C:12]3[CH:13]=[CH:14][C:9]([C:4]4[C:3]([C:1]#[N:2])=[CH:8][CH:7]=[CH:6][CH:5]=4)=[CH:10][CH:11]=3)=[C:21]([CH2:22][CH2:23][CH3:24])[N:20]3[N:25]=[CH:26][CH:27]=[C:19]23)[CH2:29][CH2:30]1. The yield is 0.950.